Dataset: Reaction yield outcomes from USPTO patents with 853,638 reactions. Task: Predict the reaction yield, written as a fraction of the theoretical maximum amount of product (1.0 means a 100% yield; for example, 0.34 means a 34% yield). (1) The reactants are [CH2:1]([Mg]Br)[CH2:2][CH2:3][CH2:4][CH2:5][CH3:6].[Br:9][C:10]1[CH:11]=[C:12]([CH:15]=[CH:16][CH:17]=1)[CH:13]=[O:14]. The catalyst is O1CCCC1. The product is [Br:9][C:10]1[CH:17]=[CH:16][CH:15]=[C:12]([CH:13]([OH:14])[CH2:1][CH2:2][CH2:3][CH2:4][CH2:5][CH3:6])[CH:11]=1. The yield is 0.650. (2) The reactants are [C:1](Cl)(=O)[C:2]([Cl:4])=[O:3].[CH3:7][N:8]1[C:16]2[C:11](=[CH:12][CH:13]=[CH:14][CH:15]=2)C(C(O)=O)=[CH:9]1.CN(C=O)C. The catalyst is C(Cl)Cl. The product is [CH3:9][N:8]1[C:16]2[C:15](=[CH:14][CH:13]=[CH:12][CH:11]=2)[C:1]([C:2]([Cl:4])=[O:3])=[CH:7]1. The yield is 0.990. (3) The reactants are [CH3:1][N:2]1[C:10](=[O:11])[C:9]2[N:8]([CH2:12][C:13]3[CH:22]=[CH:21][C:16]([C:17](OC)=[O:18])=[CH:15][CH:14]=3)[C:7]([CH2:23][O:24][CH2:25][CH2:26][CH3:27])=[N:6][C:5]=2[N:4]([CH3:28])[C:3]1=[O:29].[BH4-].[Li+].[Cl-].[NH4+]. The catalyst is C1COCC1. The product is [OH:18][CH2:17][C:16]1[CH:21]=[CH:22][C:13]([CH2:12][N:8]2[C:9]3[C:10](=[O:11])[N:2]([CH3:1])[C:3](=[O:29])[N:4]([CH3:28])[C:5]=3[N:6]=[C:7]2[CH2:23][O:24][CH2:25][CH2:26][CH3:27])=[CH:14][CH:15]=1. The yield is 0.600. (4) The reactants are [OH:1][NH:2][C:3]([C:5]1[C:10]([N+:11]([O-:13])=[O:12])=[CH:9][CH:8]=[CH:7][N:6]=1)=[NH:4].[Cl:14][C:15]1[CH:23]=[C:22]([N+:24]([O-:26])=[O:25])[CH:21]=[CH:20][C:16]=1[C:17](O)=O. No catalyst specified. The product is [Cl:14][C:15]1[CH:23]=[C:22]([N+:24]([O-:26])=[O:25])[CH:21]=[CH:20][C:16]=1[C:17]1[O:1][N:2]=[C:3]([C:5]2[C:10]([N+:11]([O-:13])=[O:12])=[CH:9][CH:8]=[CH:7][N:6]=2)[N:4]=1. The yield is 0.140. (5) The reactants are [CH3:1][O:2][C:3]1[CH:4]=[C:5]([NH2:26])[CH:6]=[CH:7][C:8]=1[C:9]1[O:10][C:11]([C:14]2[C:15]([C:20]3[CH:25]=[CH:24][CH:23]=[CH:22][CH:21]=3)=[N:16][O:17][C:18]=2[CH3:19])=[N:12][N:13]=1.C(NC(C)C)(C)C.[C:34](Cl)(=[O:36])[CH3:35]. The catalyst is O1CCCC1.CN(C)C1C=CN=CC=1. The product is [CH3:1][O:2][C:3]1[CH:4]=[C:5]([NH:26][C:34](=[O:36])[CH3:35])[CH:6]=[CH:7][C:8]=1[C:9]1[O:10][C:11]([C:14]2[C:15]([C:20]3[CH:21]=[CH:22][CH:23]=[CH:24][CH:25]=3)=[N:16][O:17][C:18]=2[CH3:19])=[N:12][N:13]=1. The yield is 0.720. (6) The reactants are [Cl:1][C:2]1[CH:7]=[CH:6][C:5]([C:8]2[C:12]([CH2:13][O:14][C:15]3[CH:16]=[C:17]([C:21]([OH:23])=O)[N:18]([CH3:20])[N:19]=3)=[C:11]([CH2:24][OH:25])[O:10][N:9]=2)=[CH:4][CH:3]=1.[NH2:26][CH:27]1[CH2:31][CH2:30][O:29][CH2:28]1. No catalyst specified. The product is [O:29]1[CH2:30][CH2:31][CH:27]([NH:26][C:21]([C:17]2[N:18]([CH3:20])[N:19]=[C:15]([O:14][CH2:13][C:12]3[C:8]([C:5]4[CH:4]=[CH:3][C:2]([Cl:1])=[CH:7][CH:6]=4)=[N:9][O:10][C:11]=3[CH2:24][OH:25])[CH:16]=2)=[O:23])[CH2:28]1. The yield is 0.610. (7) The reactants are [CH3:1][N:2]=[C:3]=[O:4].[F:5][C:6]1[C:11]([C:12]([C:14]2[C:22]3[C:17](=[N:18][CH:19]=[C:20]([C:23]4[CH:24]=[C:25]5[C:29](=[CH:30][CH:31]=4)[NH:28][N:27]=[CH:26]5)[CH:21]=3)[NH:16][CH:15]=2)=[O:13])=[C:10]([F:32])[CH:9]=[CH:8][C:7]=1[NH:33][S:34]([C:37]1[CH:42]=[C:41]([F:43])[CH:40]=[CH:39][C:38]=1[F:44])(=[O:36])=[O:35].C(=O)([O-])[O-].[K+].[K+].C(#N)C. The catalyst is O.C(OCC)(=O)C.C1C=CC([P]([Pd]([P](C2C=CC=CC=2)(C2C=CC=CC=2)C2C=CC=CC=2)([P](C2C=CC=CC=2)(C2C=CC=CC=2)C2C=CC=CC=2)[P](C2C=CC=CC=2)(C2C=CC=CC=2)C2C=CC=CC=2)(C2C=CC=CC=2)C2C=CC=CC=2)=CC=1. The product is [CH3:1][NH:2][C:3]([N:28]1[C:29]2[C:25](=[CH:24][C:23]([C:20]3[CH:21]=[C:22]4[C:14]([C:12](=[O:13])[C:11]5[C:10]([F:32])=[CH:9][CH:8]=[C:7]([NH:33][S:34]([C:37]6[CH:42]=[C:41]([F:43])[CH:40]=[CH:39][C:38]=6[F:44])(=[O:36])=[O:35])[C:6]=5[F:5])=[CH:15][NH:16][C:17]4=[N:18][CH:19]=3)=[CH:31][CH:30]=2)[CH:26]=[N:27]1)=[O:4]. The yield is 0.720.